This data is from Full USPTO retrosynthesis dataset with 1.9M reactions from patents (1976-2016). The task is: Predict the reactants needed to synthesize the given product. (1) Given the product [C:34]([O:33][C:31]([NH:30][C@@H:10]([CH2:11][CH2:12][C:13]1[N:17]([C:18]2[CH:23]=[CH:22][CH:21]=[CH:20][CH:19]=2)[C:16]2[CH:24]=[C:25]([CH3:29])[C:26]([CH3:28])=[CH:27][C:15]=2[N:14]=1)[C:9]([NH:71][O:70][C:51]([C:52]1[CH:57]=[CH:56][CH:55]=[CH:54][CH:53]=1)([C:64]1[CH:65]=[CH:66][CH:67]=[CH:68][CH:69]=1)[C:58]1[CH:59]=[CH:60][CH:61]=[CH:62][CH:63]=1)=[O:38])=[O:32])([CH3:37])([CH3:35])[CH3:36], predict the reactants needed to synthesize it. The reactants are: C(O[C:9](=[O:38])[C@@H:10]([NH:30][C:31]([O:33][C:34]([CH3:37])([CH3:36])[CH3:35])=[O:32])[CH2:11][CH2:12][C:13]1[N:17]([C:18]2[CH:23]=[CH:22][CH:21]=[CH:20][CH:19]=2)[C:16]2[CH:24]=[C:25]([CH3:29])[C:26]([CH3:28])=[CH:27][C:15]=2[N:14]=1)C1C=CC=CC=1.CCN=C=NCCCN(C)C.Cl.[C:51]([O:70][NH2:71])([C:64]1[CH:69]=[CH:68][CH:67]=[CH:66][CH:65]=1)([C:58]1[CH:63]=[CH:62][CH:61]=[CH:60][CH:59]=1)[C:52]1[CH:57]=[CH:56][CH:55]=[CH:54][CH:53]=1. (2) Given the product [CH3:1][O:2][C:3](=[O:15])[C:4]1[CH:9]=[C:8]([NH2:10])[CH:7]=[CH:6][C:5]=1[O:13][CH3:14], predict the reactants needed to synthesize it. The reactants are: [CH3:1][O:2][C:3](=[O:15])[C:4]1[CH:9]=[C:8]([N+:10]([O-])=O)[CH:7]=[CH:6][C:5]=1[O:13][CH3:14].C([SiH](CC)CC)C. (3) Given the product [Cl:1][C:2]1[CH:7]=[C:6]([C:14]2[CH:15]=[CH:16][C:11]([C:9]#[N:10])=[CH:12][CH:13]=2)[CH:5]=[CH:4][N:3]=1, predict the reactants needed to synthesize it. The reactants are: [Cl:1][C:2]1[CH:7]=[C:6](I)[CH:5]=[CH:4][N:3]=1.[C:9]([C:11]1[CH:16]=[CH:15][C:14](B(O)O)=[CH:13][CH:12]=1)#[N:10].C(=O)([O-])[O-].[K+].[K+]. (4) Given the product [CH2:21]([O:28][C:29](=[O:38])[CH:30]([NH:37][C:1](=[O:8])[C:2]1[CH:7]=[CH:6][CH:5]=[CH:4][CH:3]=1)[CH2:31][S:32][C:33]([CH3:35])([CH3:34])[CH3:36])[C:22]1[CH:27]=[CH:26][CH:25]=[CH:24][CH:23]=1, predict the reactants needed to synthesize it. The reactants are: [C:1](Cl)(=[O:8])[C:2]1[CH:7]=[CH:6][CH:5]=[CH:4][CH:3]=1.S(C1C=CC(C)=CC=1)(O)(=O)=O.[CH2:21]([O:28][C:29](=[O:38])[CH:30]([NH2:37])[CH2:31][S:32][C:33]([CH3:36])([CH3:35])[CH3:34])[C:22]1[CH:27]=[CH:26][CH:25]=[CH:24][CH:23]=1. (5) Given the product [Cl:1][C:2]1[CH:7]=[CH:6][CH:5]=[CH:4][C:3]=1[C:8]1[C:14]2[CH:15]=[C:16]([F:21])[C:17]([O:19][CH3:20])=[CH:18][C:13]=2[N:12]=[C:11]2[NH:32][NH:27][C:25]([CH3:26])=[C:10]2[N:9]=1, predict the reactants needed to synthesize it. The reactants are: [Cl:1][C:2]1[CH:7]=[CH:6][CH:5]=[CH:4][C:3]=1[C:8]1[C:14]2[CH:15]=[C:16]([F:21])[C:17]([O:19][CH3:20])=[CH:18][C:13]=2[NH:12][C:11](=S)[CH2:10][N:9]=1.CO[C:25](OC)([N:27](C)C)[CH3:26].[NH2:32]N. (6) Given the product [CH3:1][N:2]1[C@@H:6]([CH3:7])[C@@H:5]([C:8]2[CH:9]=[CH:10][CH:11]=[CH:12][CH:13]=2)[N:4]([C:14](=[O:61])[C@@H:15]([CH2:46][CH2:47][C:48]([F:59])([F:60])[C:49]([F:58])([F:57])[C:50]([F:56])([F:55])[C:51]([F:54])([F:53])[F:52])[CH2:16][CH2:17][CH2:18][CH2:19][CH2:20][CH2:21][CH2:22][CH2:23][CH2:24][C@@H:25]2[CH2:42][C:41]3[CH:40]=[C:39]([O:43][CH3:44])[CH:38]=[CH:37][C:36]=3[C@@H:35]3[C@@H:26]2[C@H:27]2[C@@:31]([CH2:33][CH2:34]3)([CH3:32])[C@@H:30]([OH:45])[CH2:29][CH2:28]2)[C:3]1=[O:62], predict the reactants needed to synthesize it. The reactants are: [CH3:1][N:2]1[C@@H:6]([CH3:7])[C@@H:5]([C:8]2[CH:13]=[CH:12][CH:11]=[CH:10][CH:9]=2)[N:4]([C:14](=[O:61])[C@@H:15]([CH2:46][CH2:47][C:48]([F:60])([F:59])[C:49]([F:58])([F:57])[C:50]([F:56])([F:55])[C:51]([F:54])([F:53])[F:52])[CH2:16][CH2:17][CH2:18][CH2:19][CH2:20][CH2:21]/[CH:22]=[CH:23]/[CH2:24][C@@H:25]2[CH2:42][C:41]3[CH:40]=[C:39]([O:43][CH3:44])[CH:38]=[CH:37][C:36]=3[C@@H:35]3[C@@H:26]2[C@H:27]2[C@@:31]([CH2:33][CH2:34]3)([CH3:32])[C@@H:30]([OH:45])[CH2:29][CH2:28]2)[C:3]1=[O:62]. (7) Given the product [N:21]12[CH2:29][CH2:28][CH:25]([CH2:26][CH2:27]1)[N:24]([C:2]1[S:12][C:5]3[N:6]=[CH:7][N:8]([CH3:11])[C:9](=[O:10])[C:4]=3[CH:3]=1)[CH2:23][CH2:22]2, predict the reactants needed to synthesize it. The reactants are: Br[C:2]1[S:12][C:5]2[N:6]=[CH:7][N:8]([CH3:11])[C:9](=[O:10])[C:4]=2[CH:3]=1.N1CCC[C@H]1C(O)=O.[N:21]12[CH2:29][CH2:28][CH:25]([CH2:26][CH2:27]1)[NH:24][CH2:23][CH2:22]2.P([O-])([O-])([O-])=O.[K+].[K+].[K+]. (8) Given the product [CH3:23][C:22]1[N:17]2[N:16]=[C:15]([CH2:14][CH2:13][C:12]3[NH:8][N:9]=[C:10]([N:26]4[CH2:30][CH2:29][CH2:28][CH2:27]4)[N:11]=3)[N:25]=[C:18]2[C:19]([CH3:24])=[N:20][CH:21]=1, predict the reactants needed to synthesize it. The reactants are: COC1C=CC(C[N:8]2[C:12]([CH2:13][CH2:14][C:15]3[N:25]=[C:18]4[C:19]([CH3:24])=[N:20][CH:21]=[C:22]([CH3:23])[N:17]4[N:16]=3)=[N:11][C:10]([N:26]3[CH2:30][CH2:29][CH2:28][CH2:27]3)=[N:9]2)=CC=1.FC(F)(F)C(O)=O.C1(OC)C=CC=CC=1. (9) Given the product [CH3:2][N:3]1[CH:7]=[C:6]([C:8]2[N:13]=[C:12]([C:14]3[CH:18]=[CH:17][N:16]([C:19]4([CH2:23][C:24]#[N:25])[CH2:22][N:21]([CH2:49][C:50]([F:53])([F:52])[F:51])[CH2:20]4)[N:15]=3)[N:11]3[CH:26]=[CH:27][N:28]=[C:10]3[CH:9]=2)[CH:5]=[N:4]1, predict the reactants needed to synthesize it. The reactants are: Cl.[CH3:2][N:3]1[CH:7]=[C:6]([C:8]2[N:13]=[C:12]([C:14]3[CH:18]=[CH:17][N:16]([C:19]4([CH2:23][C:24]#[N:25])[CH2:22][NH:21][CH2:20]4)[N:15]=3)[N:11]3[CH:26]=[CH:27][N:28]=[C:10]3[CH:9]=2)[CH:5]=[N:4]1.CN(C=O)C.C(N(C(C)C)CC)(C)C.FC(F)(F)S(O[CH2:49][C:50]([F:53])([F:52])[F:51])(=O)=O.